The task is: Predict the product of the given reaction.. This data is from Forward reaction prediction with 1.9M reactions from USPTO patents (1976-2016). Given the reactants [S:1]1[CH:5]=[CH:4][CH:3]=[C:2]1[CH:6]=O.[CH3:8][O:9][CH2:10][CH2:11][NH2:12].[C:13]1(=[O:24])[O:19][C:17](=O)[C:16]2=[CH:20][CH:21]=[CH:22][CH:23]=[C:15]2[CH2:14]1.[NH2:25][C:26]1[CH:31]=[CH:30][C:29]([CH3:32])=[CH:28][CH:27]=1, predict the reaction product. The product is: [CH3:8][O:9][CH2:10][CH2:11][N:12]1[CH:6]([C:2]2[S:1][CH:5]=[CH:4][CH:3]=2)[CH:14]([C:13]([NH:25][C:26]2[CH:31]=[CH:30][C:29]([CH3:32])=[CH:28][CH:27]=2)=[O:24])[C:15]2[C:16](=[CH:20][CH:21]=[CH:22][CH:23]=2)[C:17]1=[O:19].